Dataset: Forward reaction prediction with 1.9M reactions from USPTO patents (1976-2016). Task: Predict the product of the given reaction. (1) Given the reactants [Cl:1][C:2]1[C:3]([F:42])=[C:4]([C@@H:8]2[C@:12]([C:15]3[CH:20]=[CH:19][C:18]([Cl:21])=[CH:17][C:16]=3[F:22])([C:13]#[N:14])[C@H:11]([CH2:23][C:24]([CH3:27])([CH3:26])[CH3:25])[NH:10][C@H:9]2[C:28]([NH:30][C:31]2[CH:39]=[CH:38][C:34]([C:35]([OH:37])=[O:36])=[CH:33][C:32]=2[O:40][CH3:41])=[O:29])[CH:5]=[CH:6][CH:7]=1.Cl[CH2:44][C:45]([NH:47][CH2:48][CH:49]1[CH2:53][O:52][C:51]([CH3:55])([CH3:54])[O:50]1)=[O:46].CN(C)C=O, predict the reaction product. The product is: [CH3:54][C:51]1([CH3:55])[O:50][CH:49]([CH2:48][NH:47][C:45]([CH2:44][O:36][C:35](=[O:37])[C:34]2[CH:38]=[CH:39][C:31]([NH:30][C:28]([C@H:9]3[C@H:8]([C:4]4[CH:5]=[CH:6][CH:7]=[C:2]([Cl:1])[C:3]=4[F:42])[C@:12]([C:15]4[CH:20]=[CH:19][C:18]([Cl:21])=[CH:17][C:16]=4[F:22])([C:13]#[N:14])[C@H:11]([CH2:23][C:24]([CH3:26])([CH3:27])[CH3:25])[NH:10]3)=[O:29])=[C:32]([O:40][CH3:41])[CH:33]=2)=[O:46])[CH2:53][O:52]1. (2) The product is: [CH3:6][C:5]([O:4][CH2:1][CH2:2][CH2:9][CH2:8][OH:11])=[O:7]. Given the reactants [C:1]([O:4][C:5](=[O:7])[CH3:6])(=O)[CH3:2].[C:8](OC(=O)CC)(=[O:11])[CH2:9]C.C(OC(=O)CCC)(=O)CCC.C(OC(=O)CCCC)(=O)CCCC.C(OC(=O)CCCCC)(=O)CCCCC, predict the reaction product. (3) Given the reactants C[Al](C)C.[CH:5]#[C:6][CH2:7][CH2:8][CH2:9][CH2:10][CH2:11][CH3:12].Cl[CH2:14][C:15]1[C:16](=[O:25])[C:17]([CH3:24])=[C:18]([CH3:23])[C:19](=[O:22])[C:20]=1[CH3:21].[Li][CH2:27]CCC.C(O)(=O)CC(CC(O)=O)(C(O)=O)O, predict the reaction product. The product is: [CH3:24][C:17]1[C:16](=[O:25])[C:15]([CH2:14]/[CH:5]=[C:6](\[CH3:27])/[CH2:7][CH2:8][CH2:9][CH2:10][CH2:11][CH3:12])=[C:20]([CH3:21])[C:19](=[O:22])[C:18]=1[CH3:23]. (4) Given the reactants C([O-])([O-])=O.[K+].[K+].[CH2:7]1[C:12]2[NH:13][C:14]3[C:19]([C:11]=2[CH2:10][C@@H:9]([C:20]([OH:22])=[O:21])[NH:8]1)=[CH:18][CH:17]=[CH:16][CH:15]=3.[C:23](O[C:23]([O:25][C:26]([CH3:29])([CH3:28])[CH3:27])=[O:24])([O:25][C:26]([CH3:29])([CH3:28])[CH3:27])=[O:24], predict the reaction product. The product is: [C:26]([O:25][C:23]([N:8]1[C@H:9]([C:20]([OH:22])=[O:21])[CH2:10][C:11]2[C:19]3[C:14](=[CH:15][CH:16]=[CH:17][CH:18]=3)[NH:13][C:12]=2[CH2:7]1)=[O:24])([CH3:29])([CH3:28])[CH3:27]. (5) Given the reactants C[N:2]([C:4]1[C:9]([C:10]2[C:15](P(C3CCCCC3)C3CCCCC3)=[CH:14]C=CC=2)=CC=C[CH:5]=1)C.CC(C)([O-])C.[Na+].BrC1C=CC=C(C)N=1.[NH2:43][C@H:44]1[C:53]2[C:48](=[CH:49][CH:50]=[C:51]([N:54]3[CH2:59][CH2:58][O:57][CH2:56][CH2:55]3)[CH:52]=2)[N:47]([C:60](=[O:62])[CH3:61])[C@@H:46]([CH:63]2[CH2:65][CH2:64]2)[C@@H:45]1[CH3:66], predict the reaction product. The product is: [CH:63]1([C@H:46]2[C@H:45]([CH3:66])[C@@H:44]([NH:43][C:14]3[CH:15]=[CH:10][CH:9]=[C:4]([CH3:5])[N:2]=3)[C:53]3[C:48](=[CH:49][CH:50]=[C:51]([N:54]4[CH2:55][CH2:56][O:57][CH2:58][CH2:59]4)[CH:52]=3)[N:47]2[C:60](=[O:62])[CH3:61])[CH2:65][CH2:64]1. (6) Given the reactants [Br:1][C:2]1[CH:3]=[C:4]2[C:9](=[CH:10][CH:11]=1)[C:8](=[O:12])[N:7]([CH2:13][C:14]1[CH:19]=[CH:18][C:17]([O:20][CH3:21])=[CH:16][CH:15]=1)[C:6](=O)[CH2:5]2.[BH4-].[Na+].Cl, predict the reaction product. The product is: [Br:1][C:2]1[CH:3]=[C:4]2[C:9](=[CH:10][CH:11]=1)[C:8](=[O:12])[N:7]([CH2:13][C:14]1[CH:15]=[CH:16][C:17]([O:20][CH3:21])=[CH:18][CH:19]=1)[CH:6]=[CH:5]2.